Dataset: Forward reaction prediction with 1.9M reactions from USPTO patents (1976-2016). Task: Predict the product of the given reaction. (1) The product is: [Cl:16][C:9]1[CH:10]=[N+:11]([O-:15])[CH:12]=[C:13]([Cl:14])[C:8]=1[CH2:7][C@@H:6]([C:17]1[CH:22]=[CH:21][C:20]([O:23][CH:24]([F:26])[F:25])=[C:19]([O:27][CH2:28][CH:29]2[CH2:31][CH2:30]2)[CH:18]=1)[O:5][C:3](=[O:4])[CH2:2][N:40]1[C:39]([CH3:50])([CH3:38])[C:43]2[CH:44]=[CH:45][CH:46]=[CH:47][C:42]=2[S:41]1(=[O:48])=[O:49]. Given the reactants Br[CH2:2][C:3]([O:5][C@H:6]([C:17]1[CH:22]=[CH:21][C:20]([O:23][CH:24]([F:26])[F:25])=[C:19]([O:27][CH2:28][CH:29]2[CH2:31][CH2:30]2)[CH:18]=1)[CH2:7][C:8]1[C:13]([Cl:14])=[CH:12][N+:11]([O-:15])=[CH:10][C:9]=1[Cl:16])=[O:4].C([O-])([O-])=O.[K+].[K+].[CH3:38][C:39]1([CH3:50])[C:43]2[CH:44]=[CH:45][CH:46]=[CH:47][C:42]=2[S:41](=[O:49])(=[O:48])[NH:40]1, predict the reaction product. (2) Given the reactants [CH2:1]([O:8][C:9]([N:11]1[CH2:15][CH2:14][C:13](=[CH2:16])[CH2:12]1)=[O:10])[C:2]1[CH:7]=[CH:6][CH:5]=[CH:4][CH:3]=1.C(=O)(O)[O-:18].[Na+].ClC1C=CC=C(C(OO)=O)C=1, predict the reaction product. The product is: [CH2:1]([O:8][C:9]([N:11]1[CH2:15][CH2:14][C:13]2([O:18][CH2:16]2)[CH2:12]1)=[O:10])[C:2]1[CH:3]=[CH:4][CH:5]=[CH:6][CH:7]=1.